Dataset: Full USPTO retrosynthesis dataset with 1.9M reactions from patents (1976-2016). Task: Predict the reactants needed to synthesize the given product. (1) Given the product [CH:8]([S:7][C:5]1[S:6][C:2]([C:21]2[CH:22]=[C:17]([C:12]3[CH:13]=[CH:14][CH:15]=[CH:16][C:11]=3[CH3:29])[C:18]3[N:19]([CH:26]=[CH:27][N:28]=3)[CH:20]=2)=[CH:3][N:4]=1)([CH3:10])[CH3:9], predict the reactants needed to synthesize it. The reactants are: Br[C:2]1[S:6][C:5]([S:7][CH:8]([CH3:10])[CH3:9])=[N:4][CH:3]=1.[C:11]1([CH3:29])[CH:16]=[CH:15][CH:14]=[CH:13][C:12]=1[C:17]1[C:18]2[N:19]([CH:26]=[CH:27][N:28]=2)[CH:20]=[C:21](B(O)O)[CH:22]=1. (2) Given the product [CH2:46]([O:49][CH2:50][CH2:51][C:52]([NH:5][CH2:6][CH2:7][CH2:8][O:9][C:10]1[CH:45]=[CH:44][C:13]([C:14]([C:16]2[CH:21]=[CH:20][C:19]([NH:22][CH2:23][CH2:24][O:25][CH2:26][CH2:27][O:28][CH2:29][CH2:30][O:31][CH2:32][CH2:33][O:34][CH2:35][CH2:36][C:37]([O:39][C:40]([CH3:42])([CH3:41])[CH3:43])=[O:38])=[CH:18][CH:17]=2)=[O:15])=[CH:12][CH:11]=1)=[O:53])[C:47]#[CH:48], predict the reactants needed to synthesize it. The reactants are: C(Cl)CCl.[NH2:5][CH2:6][CH2:7][CH2:8][O:9][C:10]1[CH:45]=[CH:44][C:13]([C:14]([C:16]2[CH:21]=[CH:20][C:19]([NH:22][CH2:23][CH2:24][O:25][CH2:26][CH2:27][O:28][CH2:29][CH2:30][O:31][CH2:32][CH2:33][O:34][CH2:35][CH2:36][C:37]([O:39][C:40]([CH3:43])([CH3:42])[CH3:41])=[O:38])=[CH:18][CH:17]=2)=[O:15])=[CH:12][CH:11]=1.[CH2:46]([O:49][CH2:50][CH2:51][C:52](O)=[O:53])[C:47]#[CH:48].ON1C(=O)CCC1=O. (3) The reactants are: [CH:1]1([N:4]2[C:13]3[C:8](=[CH:9][C:10]([F:20])=[C:11]([C:15]4([C:18]#[N:19])[CH2:17][CH2:16]4)[C:12]=3[CH3:14])[C:7](=[O:21])[NH:6][C:5]2=[O:22])[CH2:3][CH2:2]1.[OH:23]O.Cl. Given the product [CH:1]1([N:4]2[C:13]3[C:8](=[CH:9][C:10]([F:20])=[C:11]([C:15]4([C:18]([NH2:19])=[O:23])[CH2:16][CH2:17]4)[C:12]=3[CH3:14])[C:7](=[O:21])[NH:6][C:5]2=[O:22])[CH2:3][CH2:2]1, predict the reactants needed to synthesize it. (4) Given the product [CH3:1][O:2][C:3]1[CH:4]=[C:5]2[C:10](=[CH:11][CH:12]=1)[N:9]=[C:8]([N:13]1[CH2:19][CH:18]3[CH:20]([N:21]([CH3:22])[CH2:29][C:26]4[CH:27]=[CH:28][S:24][CH:25]=4)[CH:15]([CH2:16][CH2:17]3)[CH2:14]1)[CH:7]=[C:6]2[CH3:23], predict the reactants needed to synthesize it. The reactants are: [CH3:1][O:2][C:3]1[CH:4]=[C:5]2[C:10](=[CH:11][CH:12]=1)[N:9]=[C:8]([N:13]1[CH2:19][CH:18]3[CH:20]([NH:21][CH3:22])[CH:15]([CH2:16][CH2:17]3)[CH2:14]1)[CH:7]=[C:6]2[CH3:23].[S:24]1[CH:28]=[CH:27][C:26]([CH:29]=O)=[CH:25]1.